Dataset: Catalyst prediction with 721,799 reactions and 888 catalyst types from USPTO. Task: Predict which catalyst facilitates the given reaction. Reactant: CS(O[CH2:6][CH2:7][CH2:8][CH:9]([NH:12][C:13]([O:15][C:16]([CH3:19])([CH3:18])[CH3:17])=[O:14])[CH2:10][CH3:11])(=O)=O.[CH2:20]([NH:22][CH2:23][CH3:24])[CH3:21]. Product: [CH2:20]([N:22]([CH2:23][CH3:24])[CH2:6][CH2:7][CH2:8][CH:9]([NH:12][C:13](=[O:14])[O:15][C:16]([CH3:19])([CH3:18])[CH3:17])[CH2:10][CH3:11])[CH3:21]. The catalyst class is: 23.